The task is: Predict which catalyst facilitates the given reaction.. This data is from Catalyst prediction with 721,799 reactions and 888 catalyst types from USPTO. (1) Reactant: [C:1]([O:5][C:6]([N:8]1[CH2:13][CH2:12][CH:11]([OH:14])[CH2:10][CH2:9]1)=[O:7])([CH3:4])([CH3:3])[CH3:2].[N+:15]([C:18]1[CH:28]=[C:22]([C:23]([O:25][CH2:26][CH3:27])=[O:24])[C:21](O)=[CH:20][CH:19]=1)([O-:17])=[O:16].C1(P(C2C=CC=CC=2)C2C=CC=CC=2)C=CC=CC=1.N(C(OCC)=O)=NC(OCC)=O. Product: [C:1]([O:5][C:6]([N:8]1[CH2:13][CH2:12][CH:11]([O:14][C:21]2[CH:20]=[CH:19][C:18]([N+:15]([O-:17])=[O:16])=[CH:28][C:22]=2[C:23]([O:25][CH2:26][CH3:27])=[O:24])[CH2:10][CH2:9]1)=[O:7])([CH3:4])([CH3:2])[CH3:3]. The catalyst class is: 665. (2) Reactant: [OH:1][CH2:2][CH2:3][NH:4][CH2:5][C:6]1[CH:7]=[C:8]([CH:11]=[CH:12][CH:13]=1)[C:9]#[N:10].[C:14](O[C:14]([O:16][C:17]([CH3:20])([CH3:19])[CH3:18])=[O:15])([O:16][C:17]([CH3:20])([CH3:19])[CH3:18])=[O:15]. Product: [C:9]([C:8]1[CH:7]=[C:6]([CH:13]=[CH:12][CH:11]=1)[CH2:5][N:4]([CH2:3][CH2:2][OH:1])[C:14](=[O:15])[O:16][C:17]([CH3:20])([CH3:19])[CH3:18])#[N:10]. The catalyst class is: 1. (3) Reactant: S(=O)(=O)(O)O.Cl.[CH3:7][O:8][C:9]1[CH:10]=[C:11]2[C:16](=[CH:17][CH:18]=1)[CH:15]([CH2:19][C:20]1[N:21]=[CH:22][NH:23][CH:24]=1)[CH2:14][CH2:13][CH2:12]2.[C:25](O)([CH3:28])([CH3:27])[CH3:26].[OH-].[Na+]. Product: [C:25]([C:18]1[CH:17]=[C:16]2[C:11]([CH2:12][CH2:13][CH2:14][CH:15]2[CH2:19][C:20]2[N:21]=[CH:22][NH:23][CH:24]=2)=[CH:10][C:9]=1[O:8][CH3:7])([CH3:28])([CH3:27])[CH3:26]. The catalyst class is: 6. (4) Reactant: [CH2:1]([O:8][C:9]([NH:11][CH:12]([CH3:23])[CH:13]([OH:22])[C:14]([CH3:21])([CH3:20])[C:15]([O:17][CH2:18][CH3:19])=[O:16])=[O:10])[C:2]1[CH:7]=[CH:6][CH:5]=[CH:4][CH:3]=1.N1C(C)=CC=CC=1C.FC(F)(F)S(O[Si:38]([C:41]([CH3:44])([CH3:43])[CH3:42])([CH3:40])[CH3:39])(=O)=O.O. Product: [CH2:1]([O:8][C:9]([NH:11][CH:12]([CH3:23])[CH:13]([O:22][Si:38]([C:41]([CH3:44])([CH3:43])[CH3:42])([CH3:40])[CH3:39])[C:14]([CH3:21])([CH3:20])[C:15]([O:17][CH2:18][CH3:19])=[O:16])=[O:10])[C:2]1[CH:3]=[CH:4][CH:5]=[CH:6][CH:7]=1. The catalyst class is: 1. (5) Reactant: [N+:1]([C:4]1[CH:5]=[N:6][CH:7]=[CH:8][C:9]=1[NH:10][C@@H:11]1[CH2:16][CH2:15][C@H:14]([C:17]([O:19][CH3:20])=[O:18])[CH2:13][CH2:12]1)([O-])=O. Product: [NH2:1][C:4]1[CH:5]=[N:6][CH:7]=[CH:8][C:9]=1[NH:10][C@@H:11]1[CH2:12][CH2:13][C@H:14]([C:17]([O:19][CH3:20])=[O:18])[CH2:15][CH2:16]1. The catalyst class is: 256. (6) Reactant: [Cl:1][C:2]1[CH:39]=[CH:38][C:5]([O:6][C:7]2[CH:12]=[CH:11][C:10]([NH:13][C:14]3[O:18][C:17]([C:19]([NH:21][C:22]4[CH:23]=[CH:24][C:25]([N:28]5[CH2:33][CH2:32][CH:31]([C:34]([O:36]C)=[O:35])[CH2:30][CH2:29]5)=[N:26][CH:27]=4)=[O:20])=[N:16][N:15]=3)=[CH:9][CH:8]=2)=[CH:4][CH:3]=1.[OH-].[Na+]. Product: [Cl:1][C:2]1[CH:39]=[CH:38][C:5]([O:6][C:7]2[CH:8]=[CH:9][C:10]([NH:13][C:14]3[O:18][C:17]([C:19]([NH:21][C:22]4[CH:23]=[CH:24][C:25]([N:28]5[CH2:33][CH2:32][CH:31]([C:34]([OH:36])=[O:35])[CH2:30][CH2:29]5)=[N:26][CH:27]=4)=[O:20])=[N:16][N:15]=3)=[CH:11][CH:12]=2)=[CH:4][CH:3]=1. The catalyst class is: 5. (7) The catalyst class is: 2. Reactant: ClC1C=C(C=CC=1)C(OO)=[O:6].[Cl:12][C:13]1[CH:14]=[N:15][CH:16]=[C:17]([Cl:27])[C:18]=1[CH2:19][O:20][CH:21]1[CH2:26][CH2:25][CH2:24][CH2:23][O:22]1. Product: [Cl:12][C:13]1[CH:14]=[N+:15]([O-:6])[CH:16]=[C:17]([Cl:27])[C:18]=1[CH2:19][O:20][CH:21]1[CH2:26][CH2:25][CH2:24][CH2:23][O:22]1.